Task: Predict the product of the given reaction.. Dataset: Forward reaction prediction with 1.9M reactions from USPTO patents (1976-2016) (1) The product is: [OH:22][CH2:21][CH2:5][C:4]1[CH:3]=[CH:2][C:9]([NH:10][OH:12])=[CH:8][CH:7]=1.[N+:10]([C:9]1[CH:2]=[CH:3][C:4]([C:5]#[N:6])=[CH:7][CH:8]=1)([O-:12])=[O:11]. Given the reactants Cl[C:2]1[CH:3]=[C:4]([CH:7]=[CH:8][C:9]=1[N+:10]([O-:12])=[O:11])[C:5]#[N:6].NC1C=CC(C[CH2:21][OH:22])=CC=1, predict the reaction product. (2) Given the reactants C[O:2][C:3](=[O:36])[C@H:4]([CH2:17][C:18]1[CH:23]=[CH:22][C:21]([NH:24][C:25]([C:27]2[CH:32]=[C:31]([C:33]#[N:34])[CH:30]=[CH:29][C:28]=2[Cl:35])=[O:26])=[CH:20][CH:19]=1)[NH:5][C:6]([C:8]1([CH2:13][CH2:14][O:15][CH3:16])[CH2:12][CH2:11][CH2:10][CH2:9]1)=[O:7].[I-].[Li+].N1C=CC=CC=1, predict the reaction product. The product is: [Cl:35][C:28]1[CH:29]=[CH:30][C:31]([C:33]#[N:34])=[CH:32][C:27]=1[C:25]([NH:24][C:21]1[CH:22]=[CH:23][C:18]([CH2:17][C@@H:4]([C:3]([OH:36])=[O:2])[NH:5][C:6]([C:8]2([CH2:13][CH2:14][O:15][CH3:16])[CH2:12][CH2:11][CH2:10][CH2:9]2)=[O:7])=[CH:19][CH:20]=1)=[O:26]. (3) Given the reactants [NH2:1][C:2]1[C:6]([C:7]2[CH:12]=[CH:11][CH:10]=[CH:9][CH:8]=2)=[CH:5][S:4][C:3]=1[C:13]([NH:15][C:16]1[CH:21]=[CH:20][C:19]([O:22][CH3:23])=[CH:18][CH:17]=1)=[O:14].[C:24](OCC)(OCC)(OCC)[CH3:25].C(O)(=O)C.C(OCC)C, predict the reaction product. The product is: [CH3:23][O:22][C:19]1[CH:18]=[CH:17][C:16]([N:15]2[C:13](=[O:14])[C:3]3[S:4][CH:5]=[C:6]([C:7]4[CH:8]=[CH:9][CH:10]=[CH:11][CH:12]=4)[C:2]=3[N:1]=[C:24]2[CH3:25])=[CH:21][CH:20]=1.